Dataset: Reaction yield outcomes from USPTO patents with 853,638 reactions. Task: Predict the reaction yield, written as a fraction of the theoretical maximum amount of product (1.0 means a 100% yield; for example, 0.34 means a 34% yield). The reactants are Br[C:2]1[C:3]2[C:4]3[CH:18]=[CH:17][S:16][C:5]=3[C:6](=[O:15])[NH:7][C:8]=2[C:9]([CH3:14])=[CH:10][C:11]=1[O:12][CH3:13].[C:19]([O:23][C:24](=[O:45])[NH:25][CH2:26][C@H:27]([C:29]1[CH:34]=[CH:33][C:32](B2OC(C)(C)C(C)(C)O2)=[CH:31][C:30]=1[F:44])[CH3:28])([CH3:22])([CH3:21])[CH3:20]. No catalyst specified. The product is [F:44][C:30]1[CH:31]=[C:32]([C:2]2[C:3]3[C:4]4[CH:18]=[CH:17][S:16][C:5]=4[C:6](=[O:15])[NH:7][C:8]=3[C:9]([CH3:14])=[CH:10][C:11]=2[O:12][CH3:13])[CH:33]=[CH:34][C:29]=1[C@H:27]([CH3:28])[CH2:26][NH:25][C:24](=[O:45])[O:23][C:19]([CH3:21])([CH3:20])[CH3:22]. The yield is 0.360.